This data is from NCI-60 drug combinations with 297,098 pairs across 59 cell lines. The task is: Regression. Given two drug SMILES strings and cell line genomic features, predict the synergy score measuring deviation from expected non-interaction effect. (1) Drug 1: C1CC(=O)NC(=O)C1N2CC3=C(C2=O)C=CC=C3N. Drug 2: CN(CCCl)CCCl.Cl. Cell line: NCI/ADR-RES. Synergy scores: CSS=16.1, Synergy_ZIP=-1.55, Synergy_Bliss=1.71, Synergy_Loewe=-1.77, Synergy_HSA=1.35. (2) Drug 1: COC1=C2C(=CC3=C1OC=C3)C=CC(=O)O2. Drug 2: CC(C)CN1C=NC2=C1C3=CC=CC=C3N=C2N. Cell line: NCI-H322M. Synergy scores: CSS=5.44, Synergy_ZIP=-4.15, Synergy_Bliss=-3.67, Synergy_Loewe=-2.78, Synergy_HSA=-2.74.